Dataset: NCI-60 drug combinations with 297,098 pairs across 59 cell lines. Task: Regression. Given two drug SMILES strings and cell line genomic features, predict the synergy score measuring deviation from expected non-interaction effect. Drug 1: C1CCN(CC1)CCOC2=CC=C(C=C2)C(=O)C3=C(SC4=C3C=CC(=C4)O)C5=CC=C(C=C5)O. Drug 2: CC12CCC3C(C1CCC2O)C(CC4=C3C=CC(=C4)O)CCCCCCCCCS(=O)CCCC(C(F)(F)F)(F)F. Cell line: A549. Synergy scores: CSS=2.89, Synergy_ZIP=1.92, Synergy_Bliss=3.38, Synergy_Loewe=-1.48, Synergy_HSA=-0.477.